Task: Predict the product of the given reaction.. Dataset: Forward reaction prediction with 1.9M reactions from USPTO patents (1976-2016) Given the reactants [F:1][C:2]1[CH:7]=[CH:6][C:5]([N:8]2[C:16]3[C:11](=[CH:12][C:13]([O:17][C@@H:18]([C:22]4[CH:27]=[CH:26][CH:25]=[CH:24][CH:23]=4)[C@H:19]([NH2:21])[CH3:20])=[CH:14][CH:15]=3)[CH:10]=[N:9]2)=[CH:4][CH:3]=1.[CH3:28][CH:29]([CH3:33])[C:30](Cl)=[O:31], predict the reaction product. The product is: [F:1][C:2]1[CH:3]=[CH:4][C:5]([N:8]2[C:16]3[C:11](=[CH:12][C:13]([O:17][C@H:18]([C:22]4[CH:23]=[CH:24][CH:25]=[CH:26][CH:27]=4)[C@@H:19]([NH:21][C:30](=[O:31])[CH:29]([CH3:33])[CH3:28])[CH3:20])=[CH:14][CH:15]=3)[CH:10]=[N:9]2)=[CH:6][CH:7]=1.